Dataset: Forward reaction prediction with 1.9M reactions from USPTO patents (1976-2016). Task: Predict the product of the given reaction. (1) Given the reactants [CH:1]([C:4]([CH3:6])=O)([CH3:3])[CH3:2].Br.CC(O)=O.BrBr.[C:14]([CH2:17][O:18][C:19]1[CH:20]=[C:21]([CH:24]=[CH:25][CH:26]=1)[CH:22]=[O:23])(=[S:16])[NH2:15].C(=O)([O-])O.[Na+], predict the reaction product. The product is: [CH:1]([C:4]1[N:15]=[C:14]([CH2:17][O:18][C:19]2[CH:20]=[C:21]([CH:24]=[CH:25][CH:26]=2)[CH:22]=[O:23])[S:16][CH:6]=1)([CH3:3])[CH3:2]. (2) Given the reactants [OH:1][NH:2][C:3](=[NH:26])[C:4]1[CH:5]=[C:6]2[C:11](=[CH:12][CH:13]=1)[N:10]=[C:9]([N:14]1[CH2:18][CH2:17][CH:16]([NH:19][C:20](=[O:25])[C:21]([CH3:24])([CH3:23])[CH3:22])[CH2:15]1)[CH:8]=[CH:7]2.[F:27][C:28]([F:41])([F:40])[C:29]1[CH:34]=[CH:33][C:32]([CH:35]([CH3:39])C(O)=O)=[CH:31][CH:30]=1.[CH2:42](Cl)CCl, predict the reaction product. The product is: [CH3:24][C:21]([CH3:22])([CH3:23])[C:20]([NH:19][CH:16]1[CH2:17][CH2:18][N:14]([C:9]2[CH:8]=[CH:7][C:6]3[C:11](=[CH:12][CH:13]=[C:4]([C:3]4[N:26]=[C:42]([CH2:39][CH2:35][C:32]5[CH:31]=[CH:30][C:29]([C:28]([F:27])([F:40])[F:41])=[CH:34][CH:33]=5)[O:1][N:2]=4)[CH:5]=3)[N:10]=2)[CH2:15]1)=[O:25]. (3) The product is: [CH3:1][CH:2]([CH:8]([CH3:12])[CH:9]([CH3:11])[CH3:10])[C:3]([O:5][CH2:6][CH3:7])=[O:4]. Given the reactants [CH3:1][C:2](=[C:8]([CH3:12])[CH:9]([CH3:11])[CH3:10])[C:3]([O:5][CH2:6][CH3:7])=[O:4].[H][H], predict the reaction product. (4) The product is: [CH2:35]([N:42]1[CH2:47][CH2:46][C:45](=[CH:9][C:10]2[CH:11]=[CH:12][C:13]([O:16][C:17]([F:18])([F:19])[F:20])=[CH:14][CH:15]=2)[CH2:44][CH2:43]1)[C:36]1[CH:41]=[CH:40][CH:39]=[CH:38][CH:37]=1. Given the reactants [Br-].C1([P+](C2C=CC=CC=2)(C2C=CC=CC=2)[CH2:9][C:10]2[CH:15]=[CH:14][C:13]([O:16][C:17]([F:20])([F:19])[F:18])=[CH:12][CH:11]=2)C=CC=CC=1.[H-].[Na+].[CH2:35]([N:42]1[CH2:47][CH2:46][C:45](=O)[CH2:44][CH2:43]1)[C:36]1[CH:41]=[CH:40][CH:39]=[CH:38][CH:37]=1, predict the reaction product.